Dataset: Full USPTO retrosynthesis dataset with 1.9M reactions from patents (1976-2016). Task: Predict the reactants needed to synthesize the given product. Given the product [CH3:7][O:8][CH2:9][C:10]1([C:15]#[N:16])[CH2:13][C:12](=[O:1])[CH2:11]1, predict the reactants needed to synthesize it. The reactants are: [O:1]1CCOCC1.[CH3:7][O:8][CH2:9][C:10]1([C:15]#[N:16])[CH2:13][C:12](=C)[CH2:11]1.I([O-])(=O)(=O)=O.[Na+].